Predict the product of the given reaction. From a dataset of Forward reaction prediction with 1.9M reactions from USPTO patents (1976-2016). (1) Given the reactants [CH2:1]1[C:9]2[C:4](=[CH:5][CH:6]=[CH:7][CH:8]=2)[CH2:3][CH:2]1[N:10]([CH2:18][C:19]1[CH:24]=[CH:23][C:22]([O:25][C:26]2[CH:31]=[C:30]([NH:32][C:33](=[O:38])[C:34]([F:37])([F:36])[F:35])[C:29]([N+:39]([O-])=O)=[CH:28][C:27]=2[F:42])=[CH:21][CH:20]=1)C(=O)OC(C)(C)C.C([OH:45])C, predict the reaction product. The product is: [F:35][C:34]([F:37])([F:36])[C:33]([OH:38])=[O:45].[F:42][C:27]1[C:26]([O:25][C:22]2[CH:23]=[CH:24][C:19]([CH2:18][NH:10][CH:2]3[CH2:1][C:9]4[C:4](=[CH:5][CH:6]=[CH:7][CH:8]=4)[CH2:3]3)=[CH:20][CH:21]=2)=[CH:31][C:30]2[NH:32][C:33]([C:34]([F:37])([F:36])[F:35])=[N:39][C:29]=2[CH:28]=1. (2) Given the reactants [CH2:1]([O:8][CH2:9][C:10]1[C:15]([Cl:16])=[CH:14][CH:13]=[C:12](Cl)[N:11]=1)[C:2]1[CH:7]=[CH:6][CH:5]=[CH:4][CH:3]=1.O.[NH2:19][NH2:20], predict the reaction product. The product is: [CH2:1]([O:8][CH2:9][C:10]1[C:15]([Cl:16])=[CH:14][CH:13]=[C:12]([NH:19][NH2:20])[N:11]=1)[C:2]1[CH:7]=[CH:6][CH:5]=[CH:4][CH:3]=1.